Dataset: Retrosynthesis with 50K atom-mapped reactions and 10 reaction types from USPTO. Task: Predict the reactants needed to synthesize the given product. (1) Given the product Cc1cc(Br)c(C)c2c1SCCC21OCCO1, predict the reactants needed to synthesize it. The reactants are: Cc1cc(Br)c(C)c2c1SCCC2=O.OCCO. (2) Given the product O=C1OCCCN1Cc1ccc(-c2cc3nccc(Cl)c3s2)nc1, predict the reactants needed to synthesize it. The reactants are: CCCC[Sn](CCCC)(CCCC)c1cc2nccc(Cl)c2s1.O=C1OCCCN1Cc1ccc(Br)nc1. (3) Given the product Cn1cc(-c2ccc(-c3ccc(C4=NC5(CC5)C(=O)N4C[C@@H]4CCN(C(=O)C5CC5)C4)cc3)cc2)cn1, predict the reactants needed to synthesize it. The reactants are: Cn1cc(B2OC(C)(C)C(C)(C)O2)cn1.O=C(C1CC1)N1CC[C@@H](CN2C(=O)C3(CC3)N=C2c2ccc(-c3ccc(OS(=O)(=O)C(F)(F)F)cc3)cc2)C1. (4) Given the product CNC(=O)c1c(-c2ccc(F)cc2)oc2ccc(-c3cc(C(=O)NC4(c5ncc(F)cn5)CC4)c(OC)cc3C)c(F)c12, predict the reactants needed to synthesize it. The reactants are: CNC(=O)c1c(-c2ccc(F)cc2)oc2ccc(-c3cc(C(=O)O)c(OC)cc3C)c(F)c12.NC1(c2ncc(F)cn2)CC1. (5) Given the product C[C@H]1CN(C(=O)COc2ccc(Cl)cc2N)[C@H](C)CN1Cc1ccc(F)cc1, predict the reactants needed to synthesize it. The reactants are: C[C@H]1CN(C(=O)COc2ccc(Cl)cc2[N+](=O)[O-])[C@H](C)CN1Cc1ccc(F)cc1. (6) Given the product COc1nn(C)c(=O)n1-c1ccccc1CO, predict the reactants needed to synthesize it. The reactants are: COC(=O)c1ccccc1-n1c(OC)nn(C)c1=O.